Dataset: Full USPTO retrosynthesis dataset with 1.9M reactions from patents (1976-2016). Task: Predict the reactants needed to synthesize the given product. (1) Given the product [CH2:22]([O:21][C:16]1[CH:17]=[C:18]2[C:13](=[CH:14][CH:15]=1)[CH:12]=[C:11]([CH:10]=[CH:9][C:8]([OH:26])=[O:7])[CH:20]=[CH:19]2)[CH2:23][CH2:24][CH3:25], predict the reactants needed to synthesize it. The reactants are: BrCCCC.C[O:7][C:8](=[O:26])[CH:9]=[CH:10][C:11]1[CH:20]=[CH:19][C:18]2[C:13](=[CH:14][CH:15]=[C:16]([O:21][CH2:22][CH2:23][CH2:24][CH3:25])[CH:17]=2)[CH:12]=1. (2) The reactants are: [CH2:1]([C:6]([CH2:8][C:9]([CH3:12])([CH3:11])[CH3:10])=O)[C:2]([CH3:5])([CH3:4])[CH3:3].[CH2:13]1CC1. Given the product [CH3:3][C:2]([CH3:5])([CH2:1][C:6](=[CH2:13])[CH2:8][C:9]([CH3:12])([CH3:11])[CH3:10])[CH3:4], predict the reactants needed to synthesize it. (3) Given the product [C:24]([C:22]1[N:21]=[CH:20][N:19]=[C:18]([O:17][C:13]2[CH:14]=[C:15]([CH3:16])[C:7]3[CH:6]([CH2:5][C:4]([OH:26])=[O:3])[O:10][B:9]([OH:11])[C:8]=3[CH:12]=2)[CH:23]=1)#[N:25], predict the reactants needed to synthesize it. The reactants are: C([O:3][C:4](=[O:26])[CH2:5][CH:6]1[O:10][B:9]([OH:11])[C:8]2[CH:12]=[C:13]([O:17][C:18]3[CH:23]=[C:22]([C:24]#[N:25])[N:21]=[CH:20][N:19]=3)[CH:14]=[C:15]([CH3:16])[C:7]1=2)C.[Li+].[OH-].Cl. (4) Given the product [CH3:1][O:3][C:4]([C:6]1[S:10][C:9]2[CH:11]=[C:12]([CH2:15][OH:16])[CH:13]=[CH:14][C:8]=2[CH:7]=1)=[O:5], predict the reactants needed to synthesize it. The reactants are: [CH2:1]([O:3][C:4]([C:6]1[S:10][C:9]2[CH:11]=[C:12]([CH2:15][OH:16])[CH:13]=[CH:14][C:8]=2[CH:7]=1)=[O:5])C.C1CCN2C(=NCCC2)CC1. (5) The reactants are: [Cl:1][C:2]1[CH:7]=[CH:6][C:5]([N+:8]([O-:10])=[O:9])=[CH:4][C:3]=1[C:11]([C:13]1[NH:14][CH:15]=[CH:16][CH:17]=1)=[O:12].C1C(=O)N([Br:25])C(=O)C1. Given the product [Br:25][C:16]1[CH:17]=[C:13]([C:11]([C:3]2[CH:4]=[C:5]([N+:8]([O-:10])=[O:9])[CH:6]=[CH:7][C:2]=2[Cl:1])=[O:12])[NH:14][CH:15]=1, predict the reactants needed to synthesize it. (6) Given the product [N:28]([CH2:2][CH2:3][CH2:4][S:5]([O:8][CH2:9][C:10]([CH3:27])([CH3:26])[C@@H:11]([O:22][C:23](=[O:25])[CH3:24])[C:12]([O:14][CH2:15][C:16]1[CH:17]=[N:18][CH:19]=[CH:20][CH:21]=1)=[O:13])(=[O:7])=[O:6])=[N+:29]=[N-:30], predict the reactants needed to synthesize it. The reactants are: Cl[CH2:2][CH2:3][CH2:4][S:5]([O:8][CH2:9][C:10]([CH3:27])([CH3:26])[C@@H:11]([O:22][C:23](=[O:25])[CH3:24])[C:12]([O:14][CH2:15][C:16]1[CH:17]=[N:18][CH:19]=[CH:20][CH:21]=1)=[O:13])(=[O:7])=[O:6].[N-:28]=[N+:29]=[N-:30].[Na+]. (7) Given the product [CH3:21][O:20][C:14]1[CH:13]=[C:12]([C:8]2[CH:9]=[CH:10][CH:11]=[C:6]([C:4]([OH:5])=[O:3])[CH:7]=2)[CH:17]=[C:16]([O:18][CH3:19])[CH:15]=1, predict the reactants needed to synthesize it. The reactants are: C([O:3][C:4]([C:6]1[CH:7]=[C:8]([C:12]2[CH:17]=[C:16]([O:18][CH3:19])[CH:15]=[C:14]([O:20][CH3:21])[CH:13]=2)[CH:9]=[CH:10][CH:11]=1)=[O:5])C.[Li+].[OH-].